Dataset: Full USPTO retrosynthesis dataset with 1.9M reactions from patents (1976-2016). Task: Predict the reactants needed to synthesize the given product. (1) Given the product [CH:38]1([C:34]2[CH:35]=[C:36]([CH3:37])[C:31]([N:28]3[CH2:29][CH2:30][N:25]([C:23]([C:20]4[CH:21]=[CH:22][C:17]([N:12]5[CH:13]([CH3:16])[C:14](=[O:15])[NH:10][C:11]5=[O:42])=[CH:18][C:19]=4[F:41])=[O:24])[CH2:26][CH2:27]3)=[N:32][CH:33]=2)[CH2:40][CH2:39]1, predict the reactants needed to synthesize it. The reactants are: C(OC[N:10]1[C:14](=[O:15])[CH:13]([CH3:16])[N:12]([C:17]2[CH:22]=[CH:21][C:20]([C:23]([N:25]3[CH2:30][CH2:29][N:28]([C:31]4[C:36]([CH3:37])=[CH:35][C:34]([CH:38]5[CH2:40][CH2:39]5)=[CH:33][N:32]=4)[CH2:27][CH2:26]3)=[O:24])=[C:19]([F:41])[CH:18]=2)[C:11]1=[O:42])C1C=CC=CC=1.C(O)=O. (2) Given the product [ClH:1].[Cl:1][C:2]1[C:3]([F:23])=[C:4]([CH:20]=[CH:21][CH:22]=1)[C:5]([N:7]1[CH2:12][CH2:11][NH:10][CH2:9][CH2:8]1)=[O:6], predict the reactants needed to synthesize it. The reactants are: [Cl:1][C:2]1[C:3]([F:23])=[C:4]([CH:20]=[CH:21][CH:22]=1)[C:5]([N:7]1[CH2:12][CH2:11][N:10](C(OC(C)(C)C)=O)[CH2:9][CH2:8]1)=[O:6].Cl.O1CCOCC1. (3) Given the product [Br:13][C:14]1[CH:19]=[CH:18][C:17]([O:20][CH2:2][C:3]([CH3:6])([OH:5])[CH3:4])=[CH:16][CH:15]=1, predict the reactants needed to synthesize it. The reactants are: Cl[CH2:2][C:3]([CH3:6])([OH:5])[CH3:4].C([O-])([O-])=O.[K+].[K+].[Br:13][C:14]1[CH:19]=[CH:18][C:17]([OH:20])=[CH:16][CH:15]=1.O. (4) Given the product [OH:9][CH2:8][CH2:7][CH:4]1[CH2:5][CH2:6][N:1]([C:12]([O:14][C:15]([CH3:18])([CH3:17])[CH3:16])=[O:13])[CH2:2][CH2:3]1, predict the reactants needed to synthesize it. The reactants are: [NH:1]1[CH2:6][CH2:5][CH:4]([CH2:7][CH2:8][OH:9])[CH2:3][CH2:2]1.[OH-].[Na+].[C:12](O[C:12]([O:14][C:15]([CH3:18])([CH3:17])[CH3:16])=[O:13])([O:14][C:15]([CH3:18])([CH3:17])[CH3:16])=[O:13]. (5) The reactants are: [CH2:1]([O:3][C:4]([C@@H:6]1[O:11][C:10]2[CH:12]=[CH:13][C:14]([CH2:16][CH2:17][NH:18][CH2:19][C@H:20]([OH:39])[CH2:21][O:22][C:23]3[CH:28]=[CH:27][C:26]([O:29]CC4C=CC=CC=4)=[CH:25][C:24]=3[O:37][CH3:38])=[CH:15][C:9]=2[O:8][CH2:7]1)=[O:5])[CH3:2]. Given the product [CH2:1]([O:3][C:4]([C@@H:6]1[O:11][C:10]2[CH:12]=[CH:13][C:14]([CH2:16][CH2:17][NH:18][CH2:19][C@H:20]([OH:39])[CH2:21][O:22][C:23]3[CH:28]=[CH:27][C:26]([OH:29])=[CH:25][C:24]=3[O:37][CH3:38])=[CH:15][C:9]=2[O:8][CH2:7]1)=[O:5])[CH3:2], predict the reactants needed to synthesize it.